Task: Predict the product of the given reaction.. Dataset: Forward reaction prediction with 1.9M reactions from USPTO patents (1976-2016) (1) Given the reactants Br[C:2]1[C:3]([N:31]2[CH2:35][CH2:34][C@@H:33]([NH:36][C:37](=[O:43])[O:38][C:39]([CH3:42])([CH3:41])[CH3:40])[CH2:32]2)=[N:4][C:5]([C:8]2[C:16]3[C:11](=[CH:12][N:13]=[C:14]([C:17]4[CH:18]=[N:19][CH:20]=[CH:21][CH:22]=4)[CH:15]=3)[N:10]([CH2:23][O:24][CH2:25][CH2:26][Si:27]([CH3:30])([CH3:29])[CH3:28])[N:9]=2)=[CH:6][CH:7]=1.[CH3:44]B(O)O.C([O-])(=O)C.[K+].O, predict the reaction product. The product is: [CH3:44][C:2]1[C:3]([N:31]2[CH2:35][CH2:34][C@@H:33]([NH:36][C:37](=[O:43])[O:38][C:39]([CH3:42])([CH3:41])[CH3:40])[CH2:32]2)=[N:4][C:5]([C:8]2[C:16]3[C:11](=[CH:12][N:13]=[C:14]([C:17]4[CH:18]=[N:19][CH:20]=[CH:21][CH:22]=4)[CH:15]=3)[N:10]([CH2:23][O:24][CH2:25][CH2:26][Si:27]([CH3:28])([CH3:30])[CH3:29])[N:9]=2)=[CH:6][CH:7]=1. (2) Given the reactants [NH2:1][C:2]1[CH:3]=[C:4]([CH:8]=[C:9](OC)[CH:10]=1)[C:5]([OH:7])=[O:6].S(Cl)([Cl:15])=O.[CH2:17](O)[CH3:18], predict the reaction product. The product is: [NH2:1][C:2]1[CH:10]=[CH:9][C:8]([Cl:15])=[C:4]([CH:3]=1)[C:5]([O:7][CH2:17][CH3:18])=[O:6]. (3) The product is: [C:1]1([C:7]2[N:12]=[C:11]([C:13]([Cl:18])=[O:15])[CH:10]=[CH:9][CH:8]=2)[CH:6]=[CH:5][CH:4]=[CH:3][CH:2]=1. Given the reactants [C:1]1([C:7]2[N:12]=[C:11]([C:13]([OH:15])=O)[CH:10]=[CH:9][CH:8]=2)[CH:6]=[CH:5][CH:4]=[CH:3][CH:2]=1.S(Cl)([Cl:18])=O, predict the reaction product. (4) Given the reactants [CH2:1]([NH2:8])[C:2]1[CH:7]=[CH:6][CH:5]=[CH:4][CH:3]=1.[C:9]1(=O)[CH2:13]C[CH2:11][CH2:10]1.[CH2:15]=O.[C:17]([OH:20])(=O)[CH3:18], predict the reaction product. The product is: [CH2:1]([N:8]1[CH2:11][CH:10]2[C:17](=[O:20])[CH:18]([CH2:13][CH2:9]2)[CH2:15]1)[C:2]1[CH:7]=[CH:6][CH:5]=[CH:4][CH:3]=1. (5) Given the reactants C(OC([N:11]1[CH2:17][CH2:16][C:15]2[CH:18]=[CH:19][C:20]([NH:22][S:23]([C:26]3[CH:31]=[CH:30][C:29]([C:32]4[CH:37]=[CH:36][CH:35]=[CH:34][CH:33]=4)=[CH:28][CH:27]=3)(=[O:25])=[O:24])=[CH:21][C:14]=2[CH2:13][CH2:12]1)=O)C1C=CC=CC=1, predict the reaction product. The product is: [C:29]1([C:32]2[CH:33]=[CH:34][CH:35]=[CH:36][CH:37]=2)[CH:30]=[CH:31][C:26]([S:23]([NH:22][C:20]2[CH:19]=[CH:18][C:15]3[CH2:16][CH2:17][NH:11][CH2:12][CH2:13][C:14]=3[CH:21]=2)(=[O:25])=[O:24])=[CH:27][CH:28]=1. (6) Given the reactants C(N(CC)CC)C.Cl.[CH3:9][O:10][C:11](=[O:14])[CH2:12][NH2:13].[C:15]1([C:24]2[CH:29]=[CH:28][CH:27]=[CH:26][CH:25]=2)[CH:20]=[CH:19][C:18]([C:21](Cl)=[O:22])=[CH:17][CH:16]=1.O, predict the reaction product. The product is: [CH3:9][O:10][C:11](=[O:14])[CH2:12][NH:13][C:21]([C:18]1[CH:19]=[CH:20][C:15]([C:24]2[CH:25]=[CH:26][CH:27]=[CH:28][CH:29]=2)=[CH:16][CH:17]=1)=[O:22]. (7) Given the reactants [CH2:1]([NH:8][CH2:9][C@H:10]([OH:13])[CH2:11][Cl:12])[C:2]1[CH:7]=[CH:6][CH:5]=[CH:4][CH:3]=1.C(Cl)(Cl)Cl.C(NC(C)C)(C)C.[C:25](N1C=CN=C1)(N1C=CN=C1)=[O:26], predict the reaction product. The product is: [CH2:1]([N:8]1[CH2:9][C@@H:10]([CH2:11][Cl:12])[O:13][C:25]1=[O:26])[C:2]1[CH:7]=[CH:6][CH:5]=[CH:4][CH:3]=1.